Task: Predict the product of the given reaction.. Dataset: Forward reaction prediction with 1.9M reactions from USPTO patents (1976-2016) Given the reactants [H-].[Al+3].[Li+].[H-].[H-].[H-].[C:7]([C:9]1([OH:22])[CH2:14][CH2:13][N:12]([C:15]([O:17][C:18]([CH3:21])([CH3:20])[CH3:19])=[O:16])[CH2:11][CH2:10]1)#[N:8], predict the reaction product. The product is: [NH2:8][CH2:7][C:9]1([OH:22])[CH2:10][CH2:11][N:12]([C:15]([O:17][C:18]([CH3:20])([CH3:19])[CH3:21])=[O:16])[CH2:13][CH2:14]1.